Dataset: Full USPTO retrosynthesis dataset with 1.9M reactions from patents (1976-2016). Task: Predict the reactants needed to synthesize the given product. (1) Given the product [NH2:7][CH:8]1[C:17]2[C:12](=[CH:13][CH:14]=[C:15]([C:18]3[CH:19]=[CH:20][C:21]([C:24]([F:26])([F:27])[F:25])=[CH:22][CH:23]=3)[CH:16]=2)[N:11]([C:28]2[CH:33]=[CH:32][C:31]([C:34]3[NH:38][C:37](=[O:39])[O:36][N:35]=3)=[C:30]([Cl:40])[CH:29]=2)[CH2:10][CH2:9]1, predict the reactants needed to synthesize it. The reactants are: C(OC(=O)[NH:7][CH:8]1[C:17]2[C:12](=[CH:13][CH:14]=[C:15]([C:18]3[CH:23]=[CH:22][C:21]([C:24]([F:27])([F:26])[F:25])=[CH:20][CH:19]=3)[CH:16]=2)[N:11]([C:28]2[CH:33]=[CH:32][C:31]([C:34]3[NH:38][C:37](=[O:39])[O:36][N:35]=3)=[C:30]([Cl:40])[CH:29]=2)[CH2:10][CH2:9]1)(C)(C)C.FC(F)(F)C(O)=O. (2) Given the product [Br:1][C:2]1[C:3]2[CH:4]=[C:12]([C:13]([C:15]3[CH:20]=[CH:19][C:18]([F:21])=[C:17]([F:22])[CH:16]=3)=[O:14])[O:10][C:6]=2[CH:7]=[CH:8][CH:9]=1, predict the reactants needed to synthesize it. The reactants are: [Br:1][C:2]1[CH:9]=[CH:8][CH:7]=[C:6]([OH:10])[C:3]=1[CH:4]=O.Br[CH2:12][C:13]([C:15]1[CH:20]=[CH:19][C:18]([F:21])=[C:17]([F:22])[CH:16]=1)=[O:14]. (3) Given the product [CH2:1]([N:8]1[C:16]2[C:11](=[CH:12][C:13]([C:17]3[CH:22]=[CH:21][CH:20]=[C:19]([O:23][C:24]([F:27])([F:25])[F:26])[CH:18]=3)=[CH:14][CH:15]=2)[C:10]([C:28](=[O:34])[C:29]([OH:31])=[O:30])=[CH:9]1)[C:2]1[CH:3]=[CH:4][CH:5]=[CH:6][CH:7]=1, predict the reactants needed to synthesize it. The reactants are: [CH2:1]([N:8]1[C:16]2[C:11](=[CH:12][C:13]([C:17]3[CH:22]=[CH:21][CH:20]=[C:19]([O:23][C:24]([F:27])([F:26])[F:25])[CH:18]=3)=[CH:14][CH:15]=2)[C:10]([C:28](=[O:34])[C:29]([O:31]CC)=[O:30])=[CH:9]1)[C:2]1[CH:7]=[CH:6][CH:5]=[CH:4][CH:3]=1.[OH-].[K+].